Dataset: Full USPTO retrosynthesis dataset with 1.9M reactions from patents (1976-2016). Task: Predict the reactants needed to synthesize the given product. (1) Given the product [F:1][C:2]1[CH:3]=[CH:4][C:5]([CH2:6][N:7]2[C:11]3=[CH:12][N:13]=[C:14]([C:16]([N:25]([OH:26])[CH:22]([CH3:24])[CH3:23])=[O:18])[CH:15]=[C:10]3[CH:9]=[CH:8]2)=[CH:19][CH:20]=1, predict the reactants needed to synthesize it. The reactants are: [F:1][C:2]1[CH:20]=[CH:19][C:5]([CH2:6][N:7]2[C:11]3=[CH:12][N:13]=[C:14]([C:16]([OH:18])=O)[CH:15]=[C:10]3[CH:9]=[CH:8]2)=[CH:4][CH:3]=1.Cl.[CH:22]([NH:25][OH:26])([CH3:24])[CH3:23]. (2) Given the product [C:1]([O:5][C:6]([N:8]1[CH2:12][CH2:11][CH2:10][C@H:9]1[CH2:13][NH:14][C:15]1[CH:20]=[CH:19][C:18](/[CH:32]=[CH:31]/[C:33]2[CH:38]=[CH:37][C:36]([O:39][CH3:40])=[CH:35][CH:34]=2)=[CH:17][C:16]=1[O:22][C:23]1[CH:28]=[CH:27][C:26]([O:29][CH3:30])=[CH:25][CH:24]=1)=[O:7])([CH3:4])([CH3:3])[CH3:2], predict the reactants needed to synthesize it. The reactants are: [C:1]([O:5][C:6]([N:8]1[CH2:12][CH2:11][CH2:10][C@H:9]1[CH2:13][NH:14][C:15]1[CH:20]=[CH:19][C:18](Cl)=[CH:17][C:16]=1[O:22][C:23]1[CH:28]=[CH:27][C:26]([O:29][CH3:30])=[CH:25][CH:24]=1)=[O:7])([CH3:4])([CH3:3])[CH3:2].[CH:31]([C:33]1[CH:38]=[CH:37][C:36]([O:39][CH3:40])=[CH:35][CH:34]=1)=[CH2:32].P(C(C)(C)C)(C(C)(C)C)C(C)(C)C.C([O-])([O-])=O.[Cs+].[Cs+].